The task is: Predict the reaction yield, written as a fraction of the theoretical maximum amount of product (1.0 means a 100% yield; for example, 0.34 means a 34% yield).. This data is from Reaction yield outcomes from USPTO patents with 853,638 reactions. The reactants are [C:1]([C:5]1[CH:9]=[C:8]([C:10]([O:12][CH2:13][CH3:14])=[O:11])[N:7]([C:15]2[CH:16]=[C:17]3[C:22](=[CH:23][CH:24]=2)[NH:21][C:20](=[O:25])[CH:19]=[CH:18]3)[N:6]=1)([CH3:4])([CH3:3])[CH3:2].CCN(CC)CC.[S:33](O[S:33]([C:36]([F:39])([F:38])[F:37])(=[O:35])=[O:34])([C:36]([F:39])([F:38])[F:37])(=[O:35])=[O:34]. The catalyst is C(Cl)Cl. The product is [C:1]([C:5]1[CH:9]=[C:8]([C:10]([O:12][CH2:13][CH3:14])=[O:11])[N:7]([C:15]2[CH:16]=[C:17]3[C:22](=[CH:23][CH:24]=2)[N:21]=[C:20]([O:25][S:33]([C:36]([F:39])([F:38])[F:37])(=[O:35])=[O:34])[CH:19]=[CH:18]3)[N:6]=1)([CH3:2])([CH3:3])[CH3:4]. The yield is 0.940.